Dataset: Catalyst prediction with 721,799 reactions and 888 catalyst types from USPTO. Task: Predict which catalyst facilitates the given reaction. Reactant: Cl[CH2:2][CH2:3][O:4][C:5]1[CH:10]=[CH:9][CH:8]=[CH:7][C:6]=1[C:11]1[NH:12][C:13]2[C:18]([C:19]=1[CH:20]1[CH2:25][CH2:24][CH2:23][CH2:22][CH2:21]1)=[CH:17][CH:16]=[C:15]([C:26]([O:28][CH3:29])=[O:27])[CH:14]=2.[H-].[Na+].O. Product: [CH:20]1([C:19]2[C:18]3[CH:17]=[CH:16][C:15]([C:26]([O:28][CH3:29])=[O:27])=[CH:14][C:13]=3[N:12]3[C:11]=2[C:6]2[CH:7]=[CH:8][CH:9]=[CH:10][C:5]=2[O:4][CH2:3][CH2:2]3)[CH2:25][CH2:24][CH2:23][CH2:22][CH2:21]1. The catalyst class is: 9.